The task is: Predict the product of the given reaction.. This data is from Forward reaction prediction with 1.9M reactions from USPTO patents (1976-2016). Given the reactants [CH3:1][O:2][C:3](=[O:40])[C@@H:4]([NH:31][C:32]([O:34][CH:35]1[CH2:39][CH2:38][CH2:37][CH2:36]1)=[O:33])[CH2:5][CH2:6][CH2:7][CH2:8][CH2:9][CH2:10][CH2:11][NH:12][C:13]1[CH:18]=[CH:17][CH:16]=[CH:15][C:14]=1[S:19](=[O:30])(=[O:29])[NH:20][C:21]([C@@:23]1([NH2:28])[CH2:25][C@H:24]1[CH:26]=[CH2:27])=[O:22].[C:41]([O:45][C:46]([N:48]1[CH2:52][C@H:51]([O:53][C:54]([N:56]2[CH2:64][C:63]3[C:58](=[CH:59][CH:60]=[CH:61][C:62]=3[F:65])[CH2:57]2)=[O:55])[CH2:50][C@H:49]1[C:66](O)=[O:67])=[O:47])([CH3:44])([CH3:43])[CH3:42].CN(C(ON1N=NC2C=CC=NC1=2)=[N+](C)C)C.F[P-](F)(F)(F)(F)F.CCN(C(C)C)C(C)C, predict the reaction product. The product is: [C:41]([O:45][C:46]([N:48]1[C@H:49]([C:66](=[O:67])[NH:28][C@:23]2([C:21]([NH:20][S:19]([C:14]3[CH:15]=[CH:16][CH:17]=[CH:18][C:13]=3[NH:12][CH2:11][CH2:10][CH2:9][CH2:8][CH2:7][CH2:6][CH2:5][C@H:4]([NH:31][C:32]([O:34][CH:35]3[CH2:39][CH2:38][CH2:37][CH2:36]3)=[O:33])[C:3]([O:2][CH3:1])=[O:40])(=[O:29])=[O:30])=[O:22])[CH2:25][C@H:24]2[CH:26]=[CH2:27])[CH2:50][C@@H:51]([O:53][C:54]([N:56]2[CH2:64][C:63]3[C:58](=[CH:59][CH:60]=[CH:61][C:62]=3[F:65])[CH2:57]2)=[O:55])[CH2:52]1)=[O:47])([CH3:44])([CH3:42])[CH3:43].